Predict the reaction yield, written as a fraction of the theoretical maximum amount of product (1.0 means a 100% yield; for example, 0.34 means a 34% yield). From a dataset of Reaction yield outcomes from USPTO patents with 853,638 reactions. (1) The reactants are [Br:1][C:2]1[CH:22]=[CH:21][C:5]2[N:6]([CH2:9][C:10]3[CH:20]=[CH:19][C:13]4[N:14]=[C:15]([S:17][CH3:18])[O:16][C:12]=4[CH:11]=3)[CH:7]=[N:8][C:4]=2[CH:3]=1.C1C=C(Cl)C=C(C(OO)=[O:31])C=1. The catalyst is C(Cl)Cl. The product is [Br:1][C:2]1[CH:22]=[CH:21][C:5]2[N:6]([CH2:9][C:10]3[CH:20]=[CH:19][C:13]4[N:14]=[C:15]([S:17]([CH3:18])=[O:31])[O:16][C:12]=4[CH:11]=3)[CH:7]=[N:8][C:4]=2[CH:3]=1. The yield is 0.755. (2) The reactants are [Cl:1][C:2]1[CH:7]=[CH:6][C:5]([C:8]2([OH:21])[CH2:13][CH2:12][N:11]([C:14]([O:16][C:17]([CH3:20])([CH3:19])[CH3:18])=[O:15])[CH2:10][CH2:9]2)=[C:4]([CH2:22]O)[CH:3]=1.C1(P(C2C=CC=CC=2)C2C=CC=CC=2)C=CC=CC=1.CCOC(/N=N/C(OCC)=O)=O. The product is [Cl:1][C:2]1[CH:3]=[C:4]2[C:5](=[CH:6][CH:7]=1)[C:8]1([CH2:9][CH2:10][N:11]([C:14]([O:16][C:17]([CH3:18])([CH3:20])[CH3:19])=[O:15])[CH2:12][CH2:13]1)[O:21][CH2:22]2. The catalyst is C1COCC1. The yield is 0.970. (3) The reactants are [OH:1][N:2]([CH3:15])[C:3]([N:5]1[CH2:10][CH2:9][CH:8]([C:11]([O:13]C)=[O:12])[CH2:7][CH2:6]1)=[O:4].O.[OH-].[Li+]. The catalyst is O1CCCC1.O. The product is [OH:1][N:2]([CH3:15])[C:3]([N:5]1[CH2:10][CH2:9][CH:8]([C:11]([OH:13])=[O:12])[CH2:7][CH2:6]1)=[O:4]. The yield is 0.690. (4) The product is [NH2:7][CH2:8][C:9]#[C:10][C:11]1[CH:16]=[C:15]([O:17][CH:18]([C:20]2[C:25]([Cl:26])=[CH:24][CH:23]=[C:22]([F:27])[C:21]=2[Cl:28])[CH3:19])[C:14]([NH2:29])=[N:13][CH:12]=1. The reactants are C(OC(=O)[NH:7][CH2:8][C:9]#[C:10][C:11]1[CH:12]=[N:13][C:14]([NH2:29])=[C:15]([O:17][CH:18]([C:20]2[C:25]([Cl:26])=[CH:24][CH:23]=[C:22]([F:27])[C:21]=2[Cl:28])[CH3:19])[CH:16]=1)(C)(C)C. The yield is 0.930. The catalyst is C(O)(C(F)(F)F)=O.ClCCl. (5) The yield is 0.720. The reactants are [C:1]1([CH:7]([NH2:15])[CH2:8][C:9]2[CH:14]=[CH:13][CH:12]=[CH:11][CH:10]=2)[CH:6]=[CH:5][CH:4]=[CH:3][CH:2]=1.[Cl:16][CH2:17][CH2:18][N:19]=[C:20]=[O:21].C(N(CC)CC)C. The catalyst is ClCCl. The product is [Cl:16][CH2:17][CH2:18][NH:19][C:20]([NH:15][CH:7]([C:1]1[CH:6]=[CH:5][CH:4]=[CH:3][CH:2]=1)[CH2:8][C:9]1[CH:10]=[CH:11][CH:12]=[CH:13][CH:14]=1)=[O:21]. (6) The reactants are [C:1]([OH:8])(=[O:7])/[CH:2]=[CH:3]/[C:4]([OH:6])=[O:5].[F:9][C:10]1[C:11]([CH2:32][NH:33][CH3:34])=[CH:12][N:13]([S:22]([C:25]2[CH:30]=[C:29]([CH3:31])[CH:28]=[CH:27][N:26]=2)(=[O:24])=[O:23])[C:14]=1[C:15]1[C:16]([F:21])=[N:17][CH:18]=[CH:19][CH:20]=1. The catalyst is C(O)C.C(OCC)(=O)C. The product is [C:1]([OH:8])(=[O:7])/[CH:2]=[CH:3]/[C:4]([OH:6])=[O:5].[F:9][C:10]1[C:11]([CH2:32][NH:33][CH3:34])=[CH:12][N:13]([S:22]([C:25]2[CH:30]=[C:29]([CH3:31])[CH:28]=[CH:27][N:26]=2)(=[O:24])=[O:23])[C:14]=1[C:15]1[C:16]([F:21])=[N:17][CH:18]=[CH:19][CH:20]=1. The yield is 0.910. (7) The reactants are [Cl:1][C:2]1[C:7]([CH2:8]O)=[CH:6][CH:5]=[CH:4][N:3]=1.S(Cl)([Cl:12])=O. The catalyst is C(Cl)(Cl)Cl.CN(C=O)C. The product is [Cl:1][C:2]1[C:7]([CH2:8][Cl:12])=[CH:6][CH:5]=[CH:4][N:3]=1. The yield is 0.890. (8) The reactants are [CH3:1]CN=C=NCCCN(C)C.[C:12]([O:20][C:21]([N:23]1[CH2:28][CH2:27][CH:26]([N:29]2[CH2:34][CH2:33][CH2:32][N:31]([CH2:35][C:36](O)=[O:37])[C:30]2=[O:39])[CH2:25][CH2:24]1)=[O:22])(=O)[C:13]1[CH:18]=[CH:17][CH:16]=[CH:15][CH:14]=1.CN.C1C=CC2N(O)N=NC=2C=1. The catalyst is C1COCC1.C1COCC1.ClCCl. The product is [CH3:1][C:36]([CH2:35][N:31]1[CH2:32][CH2:33][CH2:34][N:29]([CH:26]2[CH2:27][CH2:28][N:23]([C:21]([O:20][CH2:12][C:13]3[CH:14]=[CH:15][CH:16]=[CH:17][CH:18]=3)=[O:22])[CH2:24][CH2:25]2)[C:30]1=[O:39])=[O:37]. The yield is 0.970. (9) The reactants are Br[C:2]1[C:3]([NH2:22])=[N:4][CH:5]=[C:6]([C:8]2[CH:13]=[CH:12][C:11]([O:14][Si:15]([C:18]([CH3:21])([CH3:20])[CH3:19])([CH3:17])[CH3:16])=[CH:10][CH:9]=2)[N:7]=1.[S:23]1[C:27](B(O)O)=[CH:26][C:25]2[S:31][CH:32]=[CH:33][C:24]1=2.C([O-])([O-])=O.[Na+].[Na+].O. The product is [Si:15]([O:14][C:11]1[CH:12]=[CH:13][C:8]([C:6]2[N:7]=[C:2]([C:27]3[S:23][C:24]4[CH:33]=[CH:32][S:31][C:25]=4[CH:26]=3)[C:3]([NH2:22])=[N:4][CH:5]=2)=[CH:9][CH:10]=1)([C:18]([CH3:21])([CH3:20])[CH3:19])([CH3:17])[CH3:16]. The yield is 0.480. The catalyst is C1(C)C=CC=CC=1.C(O)C.Cl[Pd](Cl)([P](C1C=CC=CC=1)(C1C=CC=CC=1)C1C=CC=CC=1)[P](C1C=CC=CC=1)(C1C=CC=CC=1)C1C=CC=CC=1. (10) The reactants are Cl.[CH3:2][O:3][NH2:4].[N:5]([CH2:8][C@H:9]1[O:13][C:12](=[O:14])[N:11]([C:15]2[CH:20]=[CH:19][C:18]([C:21](OC3C(F)=C(F)C(F)=C(F)C=3F)=[O:22])=[C:17]([F:35])[CH:16]=2)[CH2:10]1)=[N+:6]=[N-:7].C(N(C(C)C)CC)(C)C. The catalyst is C1COCC1. The product is [N:5]([CH2:8][C@H:9]1[O:13][C:12](=[O:14])[N:11]([C:15]2[CH:20]=[CH:19][C:18]([C:21]([NH:4][O:3][CH3:2])=[O:22])=[C:17]([F:35])[CH:16]=2)[CH2:10]1)=[N+:6]=[N-:7]. The yield is 0.830.